This data is from Full USPTO retrosynthesis dataset with 1.9M reactions from patents (1976-2016). The task is: Predict the reactants needed to synthesize the given product. (1) Given the product [CH2:11]([C:4]1[S:3][C:2]2[NH:1][C:14](=[O:16])[N:36]([CH2:35][CH2:34][O:33][CH3:32])[C:7](=[O:9])[C:6]=2[CH:5]=1)[CH3:12], predict the reactants needed to synthesize it. The reactants are: [NH2:1][C:2]1[S:3][C:4]([CH2:11][CH3:12])=[CH:5][C:6]=1[C:7]([O:9]C)=O.Cl[C:14](Cl)([O:16]C(=O)OC(Cl)(Cl)Cl)Cl.C(N(CC)CC)C.[CH3:32][O:33][CH2:34][CH2:35][NH2:36]. (2) Given the product [Cl:1][C:2]1[CH:3]=[C:4]([N+:15]([O-:17])=[O:16])[CH:5]=[CH:6][C:7]=1[O:8][CH:9]1[CH2:14][CH2:13][N:12]([C:19]2[CH:24]=[CH:23][CH:22]=[CH:21][N:20]=2)[CH2:11][CH2:10]1, predict the reactants needed to synthesize it. The reactants are: [Cl:1][C:2]1[CH:3]=[C:4]([N+:15]([O-:17])=[O:16])[CH:5]=[CH:6][C:7]=1[O:8][CH:9]1[CH2:14][CH2:13][NH:12][CH2:11][CH2:10]1.Br[C:19]1[CH:24]=[CH:23][CH:22]=[CH:21][N:20]=1.